From a dataset of Forward reaction prediction with 1.9M reactions from USPTO patents (1976-2016). Predict the product of the given reaction. (1) Given the reactants [N+:1]([C:4]1[CH:9]=[C:8]([O:10][CH:11]([C:13]2[CH:18]=[CH:17][CH:16]=[CH:15][CH:14]=2)[CH3:12])[CH:7]=[CH:6][C:5]=1[S:19][C:20]1[CH:25]=[CH:24][C:23]([NH2:26])=[CH:22][CH:21]=1)([O-:3])=[O:2].[CH3:27][C:28]([O:31][C:32](O[C:32]([O:31][C:28]([CH3:30])([CH3:29])[CH3:27])=[O:33])=[O:33])([CH3:30])[CH3:29], predict the reaction product. The product is: [C:28]([O:31][C:32](=[O:33])[NH:26][C:23]1[CH:22]=[CH:21][C:20]([S:19][C:5]2[CH:6]=[CH:7][C:8]([O:10][CH:11]([C:13]3[CH:18]=[CH:17][CH:16]=[CH:15][CH:14]=3)[CH3:12])=[CH:9][C:4]=2[N+:1]([O-:3])=[O:2])=[CH:25][CH:24]=1)([CH3:30])([CH3:29])[CH3:27]. (2) Given the reactants [Cl:1][C:2]1[CH:7]=[C:6]([O:8][C:9]2[CH:14]=[CH:13][C:12]([Cl:15])=[CH:11][CH:10]=2)[CH:5]=[CH:4][C:3]=1[C:16](=[O:18])[CH3:17].[Br:19]Br.[OH-].[Na+], predict the reaction product. The product is: [Br:19][CH2:17][C:16]([C:3]1[CH:4]=[CH:5][C:6]([O:8][C:9]2[CH:14]=[CH:13][C:12]([Cl:15])=[CH:11][CH:10]=2)=[CH:7][C:2]=1[Cl:1])=[O:18].